This data is from Forward reaction prediction with 1.9M reactions from USPTO patents (1976-2016). The task is: Predict the product of the given reaction. (1) Given the reactants [CH3:1][O:2][C:3]([C:5]1[N:6]([NH:23][CH3:24])[C:7](=[O:22])[C:8]2[C:13]([C:14]=1[C:15]1[CH:20]=[CH:19][CH:18]=[CH:17][CH:16]=1)=[CH:12][C:11]([Cl:21])=[CH:10][CH:9]=2)=[O:4].[C:25](=O)([O-])[O-].[K+].[K+].CI, predict the reaction product. The product is: [CH3:1][O:2][C:3]([C:5]1[N:6]([N:23]([CH3:25])[CH3:24])[C:7](=[O:22])[C:8]2[C:13]([C:14]=1[C:15]1[CH:20]=[CH:19][CH:18]=[CH:17][CH:16]=1)=[CH:12][C:11]([Cl:21])=[CH:10][CH:9]=2)=[O:4]. (2) Given the reactants [F:1][C:2]1[CH:7]=[C:6]([F:8])[CH:5]=[CH:4][C:3]=1[C:9]1[CH:14]=[C:13]([N:15]2[C:19]3=[N:20][CH:21]=[C:22]([C:24]4[CH:25]=[N:26][N:27]([CH3:29])[CH:28]=4)[CH:23]=[C:18]3[N:17]=[CH:16]2)[CH:12]=[C:11]([NH:30]C(=O)C)[CH:10]=1.[OH-].[Na+], predict the reaction product. The product is: [F:1][C:2]1[CH:7]=[C:6]([F:8])[CH:5]=[CH:4][C:3]=1[C:9]1[CH:14]=[C:13]([N:15]2[C:19]3=[N:20][CH:21]=[C:22]([C:24]4[CH:25]=[N:26][N:27]([CH3:29])[CH:28]=4)[CH:23]=[C:18]3[N:17]=[CH:16]2)[CH:12]=[C:11]([NH2:30])[CH:10]=1. (3) Given the reactants [C:1]1([C@H:11]([NH:13][CH:14]2[CH2:19][CH2:18][CH2:17][CH:16]([C:20](O)=O)[CH2:15]2)[CH3:12])[C:10]2[C:5](=[CH:6][CH:7]=[CH:8][CH:9]=2)[CH:4]=[CH:3][CH:2]=1.[F:23][C:24]([F:36])([F:35])[C:25]1[CH:34]=[CH:33][C:28]([C:29]([NH:31][OH:32])=[NH:30])=[CH:27][CH:26]=1, predict the reaction product. The product is: [C:1]1([C@H:11]([NH:13][CH:14]2[CH2:19][CH2:18][CH2:17][CH:16]([C:20]3[O:32][N:31]=[C:29]([C:28]4[CH:33]=[CH:34][C:25]([C:24]([F:35])([F:36])[F:23])=[CH:26][CH:27]=4)[N:30]=3)[CH2:15]2)[CH3:12])[C:10]2[C:5](=[CH:6][CH:7]=[CH:8][CH:9]=2)[CH:4]=[CH:3][CH:2]=1.